Dataset: Forward reaction prediction with 1.9M reactions from USPTO patents (1976-2016). Task: Predict the product of the given reaction. (1) Given the reactants [CH2:1]([S:8]([NH:11][C:12](=[O:25])[CH2:13][CH:14]1[CH2:17][N:16](C(OC(C)(C)C)=O)[CH2:15]1)(=[O:10])=[O:9])[C:2]1[CH:7]=[CH:6][CH:5]=[CH:4][CH:3]=1.C(O)(C(F)(F)F)=O, predict the reaction product. The product is: [NH:16]1[CH2:15][CH:14]([CH2:13][C:12]([NH:11][S:8]([CH2:1][C:2]2[CH:7]=[CH:6][CH:5]=[CH:4][CH:3]=2)(=[O:10])=[O:9])=[O:25])[CH2:17]1. (2) The product is: [CH2:19]1[C@@H:27]2[N:22]([CH2:23][CH2:24][C:25]([C:2]3[C:6]([C:7]4[CH:12]=[CH:11][N:10]=[CH:9][CH:8]=4)=[C:5]([C:13]4[CH:18]=[CH:17][CH:16]=[CH:15][CH:14]=4)[NH:4][N:3]=3)=[CH:26]2)[CH2:21][CH2:20]1. Given the reactants Br[C:2]1[C:6]([C:7]2[CH:12]=[CH:11][N:10]=[CH:9][CH:8]=2)=[C:5]([C:13]2[CH:18]=[CH:17][CH:16]=[CH:15][CH:14]=2)[NH:4][N:3]=1.[CH2:19]1[C@@H:27]2[N:22]([CH2:23][CH2:24][C:25](=O)[CH2:26]2)[CH2:21][CH2:20]1.C(OCC)(=O)C.CO, predict the reaction product. (3) Given the reactants [CH3:1][C:2]1[CH:7]=[C:6]([CH3:8])[CH:5]=[C:4]([CH3:9])[C:3]=1[S:10]([O:13][C:14]1[C:19]([CH2:20][C:21]2[CH:26]=[CH:25][C:24]([CH2:27]Cl)=[CH:23][C:22]=2[O:29][CH3:30])=[C:18]([CH3:31])[N:17]=[C:16]([NH2:32])[N:15]=1)(=[O:12])=[O:11].[NH2:33][CH2:34][C:35]([O:37][CH2:38][CH3:39])=[O:36], predict the reaction product. The product is: [NH2:32][C:16]1[N:15]=[C:14]([O:13][S:10]([C:3]2[C:4]([CH3:9])=[CH:5][C:6]([CH3:8])=[CH:7][C:2]=2[CH3:1])(=[O:12])=[O:11])[C:19]([CH2:20][C:21]2[CH:26]=[CH:25][C:24]([CH2:27][NH:33][CH2:34][C:35]([O:37][CH2:38][CH3:39])=[O:36])=[CH:23][C:22]=2[O:29][CH3:30])=[C:18]([CH3:31])[N:17]=1.